This data is from Catalyst prediction with 721,799 reactions and 888 catalyst types from USPTO. The task is: Predict which catalyst facilitates the given reaction. (1) Reactant: Cl[CH2:2][CH2:3][CH2:4][CH2:5][N:6]1[C:10]2[CH:11]=[CH:12][CH:13]=[CH:14][C:9]=2[N:8]=[N:7]1.[N:15]1[CH:20]=[CH:19][CH:18]=[N:17][C:16]=1[N:21]1[CH2:26][CH2:25][NH:24][CH2:23][CH2:22]1.C(N(C(C)C)CC)(C)C.[I-].[K+]. Product: [N:15]1[CH:20]=[CH:19][CH:18]=[N:17][C:16]=1[N:21]1[CH2:26][CH2:25][N:24]([CH2:2][CH2:3][CH2:4][CH2:5][N:6]2[C:10]3[CH:11]=[CH:12][CH:13]=[CH:14][C:9]=3[N:8]=[N:7]2)[CH2:23][CH2:22]1. The catalyst class is: 10. (2) Reactant: [C:1](/[C:3](/[CH:13]=[CH2:14])=[CH:4]\[C@@H:5]1[C@@H:7]([C:8](O)=[O:9])[C:6]1([CH3:12])[CH3:11])#[N:2].S(Cl)([Cl:17])=O. Product: [C:1](/[C:3](/[CH:13]=[CH2:14])=[CH:4]\[C@@H:5]1[C@@H:7]([C:8]([Cl:17])=[O:9])[C:6]1([CH3:12])[CH3:11])#[N:2]. The catalyst class is: 213. (3) Reactant: NC1C=CC(Cl)=C(C2C=CC(C(OC)=O)=CN=2)C=1.CS(CC1C=CC(C(O)=O)=CC=1)(=O)=O.[Cl:33][C:34]1[CH:39]=[CH:38][C:37]([NH:40][C:41](=[O:53])[C:42]2[CH:47]=[CH:46][C:45]([CH2:48][S:49]([CH3:52])(=[O:51])=[O:50])=[CH:44][CH:43]=2)=[CH:36][C:35]=1[C:54]1[CH:63]=[CH:62][C:57]([C:58](OC)=[O:59])=[CH:56][N:55]=1.[BH4-].[Na+]. Product: [Cl:33][C:34]1[CH:39]=[CH:38][C:37]([NH:40][C:41](=[O:53])[C:42]2[CH:47]=[CH:46][C:45]([CH2:48][S:49]([CH3:52])(=[O:50])=[O:51])=[CH:44][CH:43]=2)=[CH:36][C:35]=1[C:54]1[CH:63]=[CH:62][C:57]([CH2:58][OH:59])=[CH:56][N:55]=1. The catalyst class is: 14. (4) Reactant: [C:1]1([CH:7]([C:14]2[CH:19]=[CH:18][CH:17]=[CH:16][CH:15]=2)[CH2:8][CH2:9][NH:10][CH2:11][CH2:12][OH:13])[CH:6]=[CH:5][CH:4]=[CH:3][CH:2]=1.N1C=CC=CC=1.[CH:26]1[CH:31]=[CH:30][C:29]([CH2:32][O:33][C:34](Cl)=[O:35])=[CH:28][CH:27]=1. Product: [C:1]1([CH:7]([C:14]2[CH:19]=[CH:18][CH:17]=[CH:16][CH:15]=2)[CH2:8][CH2:9][N:10]([CH2:11][CH2:12][OH:13])[C:34](=[O:35])[O:33][CH2:32][C:29]2[CH:30]=[CH:31][CH:26]=[CH:27][CH:28]=2)[CH:2]=[CH:3][CH:4]=[CH:5][CH:6]=1. The catalyst class is: 2. (5) The catalyst class is: 44. Reactant: [C:1]1([CH2:7][CH2:8][CH2:9][CH2:10][C:11](Cl)=[O:12])[CH:6]=[CH:5][CH:4]=[CH:3][CH:2]=1.[NH2:14][C:15]1[CH:16]=[C:17]([C:21]2[S:25][C:24]([NH:26][C:27]3[CH:32]=[CH:31][C:30]([Cl:33])=[C:29]([Cl:34])[CH:28]=3)=[N:23][N:22]=2)[CH:18]=[CH:19][CH:20]=1.OS(O)(=O)=O.C(N(CC)CC)C. Product: [Cl:34][C:29]1[CH:28]=[C:27]([NH:26][C:24]2[S:25][C:21]([C:17]3[CH:16]=[C:15]([NH:14][C:11](=[O:12])[CH2:10][CH2:9][CH2:8][CH2:7][C:1]4[CH:6]=[CH:5][CH:4]=[CH:3][CH:2]=4)[CH:20]=[CH:19][CH:18]=3)=[N:22][N:23]=2)[CH:32]=[CH:31][C:30]=1[Cl:33]. (6) Reactant: [OH:1][C@@H:2]1[CH2:6][CH2:5][N:4]([C:7]2[C:26](B3OC(C)(C)C(C)(C)O3)=[CH:25][C:10]([C:11]([NH:13][C:14]3[CH:19]=[CH:18][C:17]([O:20][C:21]([F:24])([F:23])[F:22])=[CH:16][CH:15]=3)=[O:12])=[CH:9][N:8]=2)[CH2:3]1.Br[C:37]1[S:41][CH:40]=[N:39][CH:38]=1.C([O-])([O-])=O.[Na+].[Na+]. Product: [OH:1][C@@H:2]1[CH2:6][CH2:5][N:4]([C:7]2[C:26]([C:37]3[S:41][CH:40]=[N:39][CH:38]=3)=[CH:25][C:10]([C:11]([NH:13][C:14]3[CH:19]=[CH:18][C:17]([O:20][C:21]([F:22])([F:23])[F:24])=[CH:16][CH:15]=3)=[O:12])=[CH:9][N:8]=2)[CH2:3]1. The catalyst class is: 6. (7) Reactant: [NH:1]1[C:9]2[C:4](=[CH:5][CH:6]=[CH:7][CH:8]=2)[C:3]([CH:10]=[CH:11][C:12]([NH:14][C:15]2[CH:16]=[C:17]([CH:21]=[CH:22][CH:23]=2)[C:18]([OH:20])=O)=[O:13])=[CH:2]1.[N:24]1([CH2:30][CH2:31][CH2:32][NH2:33])[CH2:29][CH2:28][O:27][CH2:26][CH2:25]1.CN(C(ON1N=NC2C=CC=NC1=2)=[N+](C)C)C.F[P-](F)(F)(F)(F)F.CCN(C(C)C)C(C)C. Product: [NH:1]1[C:9]2[C:4](=[CH:5][CH:6]=[CH:7][CH:8]=2)[C:3]([CH:10]=[CH:11][C:12]([NH:14][C:15]2[CH:16]=[C:17]([CH:21]=[CH:22][CH:23]=2)[C:18]([NH:33][CH2:32][CH2:31][CH2:30][N:24]2[CH2:29][CH2:28][O:27][CH2:26][CH2:25]2)=[O:20])=[O:13])=[CH:2]1. The catalyst class is: 3.